From a dataset of Forward reaction prediction with 1.9M reactions from USPTO patents (1976-2016). Predict the product of the given reaction. (1) Given the reactants [CH2:1]([C:3]1[CH:8]=[C:7]([C:9]2[CH:14]=[N:13][CH:12]=[C:11]([CH3:15])[N:10]=2)[CH:6]=[CH:5][C:4]=1[CH2:16][C:17]([O:19]C)=O)[CH3:2].[NH2:21][C:22]1[C:27]([CH:28]=O)=[CH:26][N:25]=[C:24]([S:30][CH3:31])[N:23]=1, predict the reaction product. The product is: [CH2:1]([C:3]1[CH:8]=[C:7]([C:9]2[CH:14]=[N:13][CH:12]=[C:11]([CH3:15])[N:10]=2)[CH:6]=[CH:5][C:4]=1[C:16]1[C:17](=[O:19])[NH:21][C:22]2[N:23]=[C:24]([S:30][CH3:31])[N:25]=[CH:26][C:27]=2[CH:28]=1)[CH3:2]. (2) Given the reactants [C:1]([O:5][C:6]([NH:8][C@@H:9]([C@@H:28]([CH3:31])[CH2:29][CH3:30])[C:10]([NH:12][CH2:13][C:14]([N:16]1[C:24]2[C:19](=[CH:20][CH:21]=[CH:22][CH:23]=2)[CH2:18][C@H:17]1[C:25]([OH:27])=O)=[O:15])=[O:11])=[O:7])([CH3:4])([CH3:3])[CH3:2].[N:32]1[NH:33][N:34]=[C:35]([CH2:37][NH2:38])[CH:36]=1.Cl, predict the reaction product. The product is: [C:1]([O:5][C:6](=[O:7])[NH:8][C@H:9]([C:10](=[O:11])[NH:12][CH2:13][C:14](=[O:15])[N:16]1[C:24]2[C:19](=[CH:20][CH:21]=[CH:22][CH:23]=2)[CH2:18][C@H:17]1[C:25](=[O:27])[NH:38][CH2:37][C:35]1[N:34]=[N:33][NH:32][CH:36]=1)[C@@H:28]([CH3:31])[CH2:29][CH3:30])([CH3:4])([CH3:2])[CH3:3]. (3) Given the reactants Br[C:2]1[CH:7]=[CH:6][C:5]([C:8]2[N:9]([CH2:19][C@@H:20]3[CH2:24][CH2:23][N:22]([C:25]([CH:27]4[CH2:29][CH2:28]4)=[O:26])[CH2:21]3)[C:10](=[O:18])[C:11]3[N:16]=[C:15]([CH3:17])[O:14][C:12]=3[N:13]=2)=[CH:4][CH:3]=1.CC1(C)C(C)(C)OB([C:38]2[CH:39]=[CH:40][C:41]3[O:45][CH:44]=[CH:43][C:42]=3[CH:46]=2)O1.C([O-])([O-])=O.[Cs+].[Cs+].O1CCOCC1, predict the reaction product. The product is: [O:45]1[C:41]2[CH:40]=[CH:39][C:38]([C:2]3[CH:3]=[CH:4][C:5]([C:8]4[N:9]([CH2:19][C@@H:20]5[CH2:24][CH2:23][N:22]([C:25]([CH:27]6[CH2:29][CH2:28]6)=[O:26])[CH2:21]5)[C:10](=[O:18])[C:11]5[N:16]=[C:15]([CH3:17])[O:14][C:12]=5[N:13]=4)=[CH:6][CH:7]=3)=[CH:46][C:42]=2[CH:43]=[CH:44]1. (4) Given the reactants [OH:1][C:2]1[CH:3]=[C:4]([CH:8]=[CH:9][N:10]=1)[C:5]([OH:7])=O.[F:11][C:12]1[CH:17]=[CH:16][C:15]([CH:18]([C:22]2[CH:27]=[CH:26][C:25]([F:28])=[CH:24][CH:23]=2)[CH2:19][CH2:20][NH2:21])=[CH:14][CH:13]=1, predict the reaction product. The product is: [F:11][C:12]1[CH:17]=[CH:16][C:15]([CH:18]([C:22]2[CH:23]=[CH:24][C:25]([F:28])=[CH:26][CH:27]=2)[CH2:19][CH2:20][NH:21][C:5](=[O:7])[C:4]2[CH:8]=[CH:9][N:10]=[C:2]([OH:1])[CH:3]=2)=[CH:14][CH:13]=1.